From a dataset of Reaction yield outcomes from USPTO patents with 853,638 reactions. Predict the reaction yield, written as a fraction of the theoretical maximum amount of product (1.0 means a 100% yield; for example, 0.34 means a 34% yield). (1) The reactants are [NH:1]1[C:9]2[C:4](=[CH:5][C:6]([OH:10])=[CH:7][CH:8]=2)[CH2:3][CH2:2]1.[C:11]([O:15][C:16](O[C:16]([O:15][C:11]([CH3:14])([CH3:13])[CH3:12])=[O:17])=[O:17])([CH3:14])([CH3:13])[CH3:12].C(Cl)(Cl)Cl.C(=O)(O)[O-].[Na+]. The catalyst is CCOCC. The product is [C:11]([O:15][C:16]([N:1]1[C:9]2[C:4](=[CH:5][C:6]([OH:10])=[CH:7][CH:8]=2)[CH2:3][CH2:2]1)=[O:17])([CH3:14])([CH3:13])[CH3:12]. The yield is 0.600. (2) The reactants are C1([NH:7][C:8]([C:10]2[C:11](=[O:29])[N:12]([CH2:22][C:23]3[CH:28]=[CH:27][CH:26]=[CH:25][CH:24]=3)[C:13]3[C:18]([C:19]=2O)=[CH:17][C:16]([F:21])=[CH:15][CH:14]=3)=O)CCCCC1.P(Cl)(Cl)([Cl:32])=O. No catalyst specified. The product is [CH2:22]([N:12]1[C:13]2[C:18](=[CH:17][C:16]([F:21])=[CH:15][CH:14]=2)[C:19]([Cl:32])=[C:10]([C:8]#[N:7])[C:11]1=[O:29])[C:23]1[CH:28]=[CH:27][CH:26]=[CH:25][CH:24]=1. The yield is 0.470.